Dataset: Forward reaction prediction with 1.9M reactions from USPTO patents (1976-2016). Task: Predict the product of the given reaction. (1) Given the reactants C([C:5]1[C:6](=O)[NH:7][CH2:8][C:9](=[O:20])[N:10]2[CH2:19][CH2:18][C:17]3[C:12](=[CH:13][CH:14]=[CH:15][CH:16]=3)[C:11]=12)(C)(C)C.O=P(Cl)(Cl)Cl.[CH3:27][O:28][CH2:29][C:30]1[N:31]=[CH:32][NH:33][CH:34]=1, predict the reaction product. The product is: [C:12]([C:16]1[CH:15]=[CH:14][CH:13]=[C:12]2[C:17]=1[CH2:18][CH2:19][N:10]1[C:9](=[O:20])[CH2:8][N:7]=[C:6]([N:33]3[CH:34]=[C:30]([CH2:29][O:28][CH3:27])[N:31]=[CH:32]3)[CH:5]=[C:11]12)([CH3:17])([CH3:13])[CH3:11]. (2) Given the reactants [CH:1]([C:3]1[C:11]2[C:6](=[N:7][CH:8]=[CH:9][C:10]=2[C:12]2[CH:22]=[CH:21][C:15]([C:16]([N:18]([CH3:20])[CH3:19])=[O:17])=[CH:14][CH:13]=2)[N:5]([CH3:23])[CH:4]=1)=O.[OH:24][C:25]1[C:30]2[C:31](=[O:34])[CH2:32][O:33][C:29]=2[CH:28]=[CH:27][CH:26]=1.Cl, predict the reaction product. The product is: [OH:24][C:25]1[C:30]2[C:31](=[O:34])/[C:32](=[CH:1]/[C:3]3[C:11]4[C:6](=[N:7][CH:8]=[CH:9][C:10]=4[C:12]4[CH:22]=[CH:21][C:15]([C:16]([N:18]([CH3:20])[CH3:19])=[O:17])=[CH:14][CH:13]=4)[N:5]([CH3:23])[CH:4]=3)/[O:33][C:29]=2[CH:28]=[CH:27][CH:26]=1. (3) Given the reactants [CH:1]1([N:6]([CH3:28])[C:7]2[C:8]([C:21]3[CH:26]=[CH:25][C:24]([F:27])=[CH:23][CH:22]=3)=[N:9][C:10]3[C:15]([N:16]=2)=[CH:14][C:13]([C:17]([O:19]C)=[O:18])=[CH:12][CH:11]=3)[CH2:5][CH2:4][CH2:3][CH2:2]1.[OH-].[Na+], predict the reaction product. The product is: [CH:1]1([N:6]([CH3:28])[C:7]2[C:8]([C:21]3[CH:22]=[CH:23][C:24]([F:27])=[CH:25][CH:26]=3)=[N:9][C:10]3[C:15]([N:16]=2)=[CH:14][C:13]([C:17]([OH:19])=[O:18])=[CH:12][CH:11]=3)[CH2:2][CH2:3][CH2:4][CH2:5]1. (4) Given the reactants COC1C=CC(C(C2C=CC(N)=NC=2)=C(C)C)=CC=1.CC1C(C(O)=O)=CN=CC=1.F[C:31]1[CH:32]=[N:33][CH:34]=[C:35]([C:57]=1[CH3:58])[C:36]([NH:38][C:39]1[CH:44]=[CH:43][C:42]([C:45]([C:49]2[CH:54]=[CH:53][C:52]([O:55][CH3:56])=[CH:51][CH:50]=2)=[C:46]([CH3:48])[CH3:47])=[CH:41][N:40]=1)=[O:37], predict the reaction product. The product is: [CH3:56][O:55][C:52]1[CH:53]=[CH:54][C:49]([C:45]([C:42]2[CH:43]=[CH:44][C:39]([NH:38][C:36](=[O:37])[C:35]3[C:57]([CH3:58])=[CH:31][CH:32]=[N:33][CH:34]=3)=[N:40][CH:41]=2)=[C:46]([CH3:48])[CH3:47])=[CH:50][CH:51]=1. (5) Given the reactants [Cl:1][C:2]1[C:3]([O:26][CH2:27][CH2:28][CH2:29][O:30][CH3:31])=[CH:4][C:5]2[CH2:14][CH:13]([C:15]3([CH3:18])[CH2:17][CH2:16]3)[N:12]3[CH:7]([CH2:8][C:9](=[O:24])[C:10]([C:19]([O:21][CH2:22][CH3:23])=[O:20])=[CH:11]3)[C:6]=2[CH:25]=1.C1(Cl)C(=O)C(Cl)=C(Cl)C(=O)C=1Cl, predict the reaction product. The product is: [Cl:1][C:2]1[C:3]([O:26][CH2:27][CH2:28][CH2:29][O:30][CH3:31])=[CH:4][C:5]2[CH2:14][CH:13]([C:15]3([CH3:18])[CH2:16][CH2:17]3)[N:12]3[C:7](=[CH:8][C:9](=[O:24])[C:10]([C:19]([O:21][CH2:22][CH3:23])=[O:20])=[CH:11]3)[C:6]=2[CH:25]=1. (6) The product is: [C:1]([N:4]1[C:12]2[C:7](=[CH:8][C:9]([C:13]([Cl:23])=[O:14])=[CH:10][CH:11]=2)[C:6]([C:16]2[CH:21]=[CH:20][C:19]([F:22])=[CH:18][CH:17]=2)=[N:5]1)(=[O:3])[CH3:2]. Given the reactants [C:1]([N:4]1[C:12]2[C:7](=[CH:8][C:9]([C:13](O)=[O:14])=[CH:10][CH:11]=2)[C:6]([C:16]2[CH:21]=[CH:20][C:19]([F:22])=[CH:18][CH:17]=2)=[N:5]1)(=[O:3])[CH3:2].[Cl:23]CCl.C(Cl)(=O)C(Cl)=O, predict the reaction product. (7) Given the reactants C([O:8][C:9]1[CH:10]=[C:11]2[C:15](=[CH:16][CH:17]=1)[N:14]([CH2:18][C:19]1[CH:24]=[CH:23][C:22]([F:25])=[CH:21][CH:20]=1)[C:13]([C:26]([O:28][CH2:29][CH3:30])=[O:27])=[C:12]2[C:31]1[CH:36]=[CH:35][C:34]([O:37][CH2:38][CH3:39])=[CH:33][CH:32]=1)C1C=CC=CC=1, predict the reaction product. The product is: [CH2:38]([O:37][C:34]1[CH:35]=[CH:36][C:31]([C:12]2[C:11]3[C:15](=[CH:16][CH:17]=[C:9]([OH:8])[CH:10]=3)[N:14]([CH2:18][C:19]3[CH:24]=[CH:23][C:22]([F:25])=[CH:21][CH:20]=3)[C:13]=2[C:26]([O:28][CH2:29][CH3:30])=[O:27])=[CH:32][CH:33]=1)[CH3:39]. (8) Given the reactants [OH:1][CH2:2][C:3]1[O:4][C:5]2[CH:11]=[CH:10][C:9]([C:12]3[CH:16]=[CH:15][S:14][CH:13]=3)=[CH:8][C:6]=2[CH:7]=1.[CH3:17][O:18][C:19](=[O:31])[C@H:20]([N:28]=[C:29]=[O:30])[CH2:21][C:22]1[CH:27]=[CH:26][CH:25]=[CH:24][CH:23]=1.C(N(CC)CC)C, predict the reaction product. The product is: [CH3:17][O:18][C:19](=[O:31])[C@H:20]([NH:28][C:29]([O:1][CH2:2][C:3]1[O:4][C:5]2[CH:11]=[CH:10][C:9]([C:12]3[CH:16]=[CH:15][S:14][CH:13]=3)=[CH:8][C:6]=2[CH:7]=1)=[O:30])[CH2:21][C:22]1[CH:23]=[CH:24][CH:25]=[CH:26][CH:27]=1. (9) Given the reactants [CH2:1]([CH:3]([C:6]1[C:7]2[N:8]([C:13]([C:17]3[S:21][C:20]([NH:22][CH3:23])=[N:19][C:18]=3[CH3:24])=[C:14]([CH3:16])[N:15]=2)[N:9]=[C:10]([CH3:12])[CH:11]=1)[CH2:4][CH3:5])[CH3:2].C(N(CC)CC)C.[CH3:32][S:33](Cl)(=[O:35])=[O:34], predict the reaction product. The product is: [CH2:1]([CH:3]([C:6]1[C:7]2[N:8]([C:13]([C:17]3[S:21][C:20]([N:22]([CH3:23])[S:33]([CH3:32])(=[O:35])=[O:34])=[N:19][C:18]=3[CH3:24])=[C:14]([CH3:16])[N:15]=2)[N:9]=[C:10]([CH3:12])[CH:11]=1)[CH2:4][CH3:5])[CH3:2].